This data is from Full USPTO retrosynthesis dataset with 1.9M reactions from patents (1976-2016). The task is: Predict the reactants needed to synthesize the given product. (1) Given the product [CH3:7][CH2:6][CH2:5][N:4]([CH2:8][CH2:9][C:10]1[CH:11]=[CH:12][CH:13]=[C:14]2[NH:19][C:17](=[O:18])[CH2:16][C:15]=12)[CH2:3][CH2:2][CH3:1], predict the reactants needed to synthesize it. The reactants are: [CH3:1][CH2:2][CH2:3][N:4]([CH2:8][CH2:9][C:10]1[CH:11]=[CH:12][CH:13]=[C:14]2[NH:19][C:17](=[O:18])[CH2:16][C:15]=12)[CH2:5][CH2:6][CH3:7].Cl.CC1C([N+]([O-])=O)=CC=CC=1CC(O)=O. (2) Given the product [C:13]([NH:17][C:8](=[O:9])[C:7]1[CH:11]=[CH:12][C:4]([N+:1]([O-:3])=[O:2])=[CH:5][CH:6]=1)([CH3:16])([CH3:15])[CH3:14], predict the reactants needed to synthesize it. The reactants are: [N+:1]([C:4]1[CH:12]=[CH:11][C:7]([C:8](Cl)=[O:9])=[CH:6][CH:5]=1)([O-:3])=[O:2].[C:13]([NH2:17])([CH3:16])([CH3:15])[CH3:14].C(N(CC)CC)C.